From a dataset of Cav3 T-type calcium channel HTS with 100,875 compounds. Binary Classification. Given a drug SMILES string, predict its activity (active/inactive) in a high-throughput screening assay against a specified biological target. (1) The compound is FC(F)(F)c1cc2[nH]ccc(=O)c2cc1. The result is 0 (inactive). (2) The result is 0 (inactive). The compound is s1nnc(C(=O)N(CC(=O)NC(C)(C)C)Cc2cccnc2)c1. (3) The compound is S(c1n(CCCC)c(nn1)c1c(occ1)C)CC(=O)c1cc2OCCOc2cc1. The result is 0 (inactive). (4) The result is 0 (inactive). The drug is S(CC(=O)N1CCCCC1)c1n(CCC)c(nn1)c1occc1. (5) The compound is O1CCN(CC1)C(=O)c1ccc(NC(=O)Nc2ccccc2)cc1. The result is 0 (inactive). (6) The compound is Clc1ccc(c2n(OCc3ccc(cc3)C)c3c(n2)ccc([N+]([O-])=O)c3)cc1. The result is 0 (inactive). (7) The compound is Clc1ccc(C(=O)/C=C\c2c(OC)ccc(OC)c2)cc1. The result is 0 (inactive). (8) The result is 0 (inactive). The drug is S(=O)(=O)(c1nc(oc1SCC)c1occc1)c1ccccc1. (9) The compound is O(C(=O)Cn1nc(/C=C\c2ccc(cc2)C)ccc1=O)CC. The result is 0 (inactive). (10) The drug is O=C(Nc1c2c([nH]c1C(OCC)=O)ccc(OC)c2)CCN1CCC(CC1)C. The result is 0 (inactive).